From a dataset of Catalyst prediction with 721,799 reactions and 888 catalyst types from USPTO. Predict which catalyst facilitates the given reaction. (1) Reactant: [Br:1][C:2]1[CH:3]=[CH:4][C:5]([C:8]2[CH2:12][C@H:11]([CH2:13]O)[O:10][N:9]=2)=[N:6][CH:7]=1.C1(P(C2C=CC=CC=2)C2C=CC=CC=2)C=CC=CC=1.C(Cl)(Cl)(Cl)[Cl:35].CO. Product: [Br:1][C:2]1[CH:3]=[CH:4][C:5]([C:8]2[CH2:12][C@H:11]([CH2:13][Cl:35])[O:10][N:9]=2)=[N:6][CH:7]=1. The catalyst class is: 4. (2) Reactant: [CH2:1]1[C:3]2([CH2:8][O:7][CH:6]([CH2:9][OH:10])[O:5][CH2:4]2)[CH2:2]1.[H-].[Na+].Cl[C:14]1[CH:19]=[CH:18][N+:17]([O-:20])=[C:16]([CH3:21])[C:15]=1[CH3:22]. Product: [CH2:2]1[C:3]2([CH2:8][O:7][CH:6]([CH2:9][O:10][C:14]3[CH:19]=[CH:18][N+:17]([O-:20])=[C:16]([CH3:21])[C:15]=3[CH3:22])[O:5][CH2:4]2)[CH2:1]1. The catalyst class is: 16. (3) Reactant: C([O:5][C:6]1[CH:11]=[CH:10][C:9]([CH2:12][CH:13]([NH:35][C:36](=[O:53])[CH2:37][CH:38]([NH:42][C:43]([NH:45][CH2:46][C:47]2[CH:52]=[CH:51][CH:50]=[CH:49][CH:48]=2)=[O:44])[CH2:39][CH:40]=[CH2:41])[C:14](=[O:34])[N:15]([CH2:26][CH:27](OCC)OCC)[CH2:16][C:17]2[CH:18]=[CH:19][CH:20]=[C:21]3[C:25]=2[NH:24][N:23]=[CH:22]3)=[CH:8][CH:7]=1)(C)(C)C. Product: [CH2:46]([NH:45][C:43]([N:42]1[CH:38]([CH2:39][CH:40]=[CH2:41])[CH2:37][C:36](=[O:53])[N:35]2[CH:13]([CH2:12][C:9]3[CH:10]=[CH:11][C:6]([OH:5])=[CH:7][CH:8]=3)[C:14](=[O:34])[N:15]([CH2:16][C:17]3[CH:18]=[CH:19][CH:20]=[C:21]4[C:25]=3[NH:24][N:23]=[CH:22]4)[CH2:26][CH:27]12)=[O:44])[C:47]1[CH:48]=[CH:49][CH:50]=[CH:51][CH:52]=1. The catalyst class is: 106. (4) The catalyst class is: 2. Product: [CH2:1]([N:3]1[C:11]2[C:6](=[C:7]([OH:13])[CH:8]=[C:9]([F:12])[CH:10]=2)[C:5]([CH:14]2[CH2:19][CH2:18][CH2:17][N:16]([C:25]([O:24][C:20]([CH3:23])([CH3:22])[CH3:21])=[O:26])[CH2:15]2)=[CH:4]1)[CH3:2]. Reactant: [CH2:1]([N:3]1[C:11]2[CH:10]=[C:9]([F:12])[CH:8]=[C:7]([OH:13])[C:6]=2[C:5]([CH:14]2[CH2:19][CH2:18][CH2:17][NH:16][CH2:15]2)=[CH:4]1)[CH3:2].[C:20]([O:24][C:25](O[C:25]([O:24][C:20]([CH3:23])([CH3:22])[CH3:21])=[O:26])=[O:26])([CH3:23])([CH3:22])[CH3:21]. (5) Product: [CH:1]1([N:6]2[CH2:12][C:11]([F:14])([F:13])[C:10](=[O:15])[N:9]([CH3:16])[C:8]3[CH:17]=[N:18][C:19]([NH:21][C:22]4[C:30]([O:31][CH3:32])=[CH:29][C:25]([C:26]([NH:34][CH:35]5[CH2:36][CH2:37][N:38]([C:41](=[O:43])[CH2:1][N:6]([CH3:12])[CH3:7])[CH2:39][CH2:40]5)=[O:28])=[C:24]([F:33])[CH:23]=4)=[N:20][C:7]2=3)[CH2:2][CH2:3][CH2:4][CH2:5]1. Reactant: [CH:1]1([N:6]2[CH2:12][C:11]([F:14])([F:13])[C:10](=[O:15])[N:9]([CH3:16])[C:8]3[CH:17]=[N:18][C:19]([NH:21][C:22]4[C:30]([O:31][CH3:32])=[CH:29][C:25]([C:26]([OH:28])=O)=[C:24]([F:33])[CH:23]=4)=[N:20][C:7]2=3)[CH2:5][CH2:4][CH2:3][CH2:2]1.[NH2:34][CH:35]1[CH2:40][CH2:39][N:38]([C:41]([O:43]C(C)(C)C)=O)[CH2:37][CH2:36]1. The catalyst class is: 13. (6) Reactant: C1(C)C=CC(S([O-])(=O)=O)=CC=1.[NH+]1C=CC=CC=1.[C:18]([O:22][C:23](=[O:43])[NH:24][CH2:25][C:26]1([C:36]2[CH:41]=[CH:40][CH:39]=[C:38]([Cl:42])[CH:37]=2)[CH2:35][CH2:34][C:29]2(OCC[O:30]2)[CH2:28][CH2:27]1)([CH3:21])([CH3:20])[CH3:19]. Product: [C:18]([O:22][C:23](=[O:43])[NH:24][CH2:25][C:26]1([C:36]2[CH:41]=[CH:40][CH:39]=[C:38]([Cl:42])[CH:37]=2)[CH2:27][CH2:28][C:29](=[O:30])[CH2:34][CH2:35]1)([CH3:21])([CH3:19])[CH3:20]. The catalyst class is: 95. (7) Reactant: [CH:1]1([CH2:4][C:5]2[C:6]3[N:7]([C:11]([C:22]4[CH:27]=[CH:26][N:25]=[C:24](SC)[N:23]=4)=[C:12]([C:14]4[CH:19]=[CH:18][C:17]([F:20])=[CH:16][C:15]=4[F:21])[N:13]=3)[CH:8]=[CH:9][N:10]=2)[CH2:3][CH2:2]1.O[O:31][S:32]([O-:34])=O.[K+].[CH2:36](Cl)Cl. Product: [CH:1]1([CH2:4][C:5]2[C:6]3[N:7]([C:11]([C:22]4[CH:27]=[CH:26][N:25]=[C:24]([S:32]([CH3:36])(=[O:34])=[O:31])[N:23]=4)=[C:12]([C:14]4[CH:19]=[CH:18][C:17]([F:20])=[CH:16][C:15]=4[F:21])[N:13]=3)[CH:8]=[CH:9][N:10]=2)[CH2:2][CH2:3]1. The catalyst class is: 24. (8) Reactant: Cl[CH2:2][C:3]1[NH:7][C:6]2[CH:8]=[CH:9][CH:10]=[CH:11][C:5]=2[N:4]=1.C(=O)([O-])[O-].[Cs+].[Cs+].[CH3:18][N:19]([CH3:22])[CH:20]=O. Product: [CH3:8][C@H:6]1[CH2:20][N:19]([C:22]2[CH:9]=[CH:10][CH:11]=[CH:5][N:4]=2)[CH2:18][CH2:3][N:7]1[CH2:2][C:3]1[NH:7][C:6]2[CH:8]=[CH:9][CH:10]=[CH:11][C:5]=2[N:4]=1. The catalyst class is: 13. (9) Reactant: [N+:1]([C:4]1[CH:5]=[CH:6][C:7]([NH:14][S:15]([C:18]2[CH:23]=[CH:22][CH:21]=[CH:20][CH:19]=2)(=[O:17])=[O:16])=[C:8]([CH:13]=1)[C:9]([O:11]C)=[O:10])([O-:3])=[O:2].O.O.[OH-].[Li+].Cl. Product: [N+:1]([C:4]1[CH:5]=[CH:6][C:7]([NH:14][S:15]([C:18]2[CH:19]=[CH:20][CH:21]=[CH:22][CH:23]=2)(=[O:17])=[O:16])=[C:8]([CH:13]=1)[C:9]([OH:11])=[O:10])([O-:3])=[O:2]. The catalyst class is: 5.